From a dataset of Full USPTO retrosynthesis dataset with 1.9M reactions from patents (1976-2016). Predict the reactants needed to synthesize the given product. Given the product [C:24]([O:23][C:21]([NH:2][C@H:3]1[CH2:8][CH2:7][CH2:6][CH2:5][C@H:4]1[C:9]([O:11][CH2:12][CH3:13])=[O:10])=[O:22])([CH3:27])([CH3:26])[CH3:25], predict the reactants needed to synthesize it. The reactants are: Br.[NH2:2][C@H:3]1[CH2:8][CH2:7][CH2:6][CH2:5][C@H:4]1[C:9]([O:11][CH2:12][CH3:13])=[O:10].C(N(CC)CC)C.[C:21](O[C:21]([O:23][C:24]([CH3:27])([CH3:26])[CH3:25])=[O:22])([O:23][C:24]([CH3:27])([CH3:26])[CH3:25])=[O:22].